This data is from Catalyst prediction with 721,799 reactions and 888 catalyst types from USPTO. The task is: Predict which catalyst facilitates the given reaction. (1) Reactant: Cl.Cl.[CH2:3]1[NH:8][CH2:7][CH2:6][N:5]2[C:9]3[CH:15]=[N:14][C:13]([C:16]([O:18][CH3:19])=[O:17])=[CH:12][C:10]=3[CH2:11][CH:4]12.C(N(CC)CC)C.[Cl:27][C:28]1[CH:33]=[CH:32][C:31]([C:34]2[CH:39]=[CH:38][CH:37]=[CH:36][C:35]=2[CH2:40]Cl)=[CH:30][CH:29]=1.[I-].[Na+]. Product: [Cl:27][C:28]1[CH:29]=[CH:30][C:31]([C:34]2[CH:39]=[CH:38][CH:37]=[CH:36][C:35]=2[CH2:40][N:8]2[CH2:7][CH2:6][N:5]3[C:9]4[CH:15]=[N:14][C:13]([C:16]([O:18][CH3:19])=[O:17])=[CH:12][C:10]=4[CH2:11][CH:4]3[CH2:3]2)=[CH:32][CH:33]=1. The catalyst class is: 9. (2) Reactant: [F:1][C:2]1[CH:20]=[CH:19][C:5]([CH2:6][NH:7][C:8]([C:10]2[N:15]=[CH:14][N:13]=[C:12]([C:16]([OH:18])=O)[CH:11]=2)=[O:9])=[CH:4][C:3]=1[CH3:21].[NH2:22][CH2:23][C:24]1[CH:29]=[CH:28][C:27]([CH2:30][C:31]([O:33][CH2:34][CH3:35])=[O:32])=[CH:26][CH:25]=1.C1(N=C=NC2CCCCC2)CCCCC1.OC1C2N=NNC=2C=CC=1. Product: [F:1][C:2]1[CH:20]=[CH:19][C:5]([CH2:6][NH:7][C:8]([C:10]2[N:15]=[CH:14][N:13]=[C:12]([C:16]([NH:22][CH2:23][C:24]3[CH:29]=[CH:28][C:27]([CH2:30][C:31]([O:33][CH2:34][CH3:35])=[O:32])=[CH:26][CH:25]=3)=[O:18])[CH:11]=2)=[O:9])=[CH:4][C:3]=1[CH3:21]. The catalyst class is: 3. (3) Reactant: [CH3:1][O:2][C:3]1[CH:4]=[N:5][C:6]2[C:11]([C:12]=1[CH:13]=[O:14])=[CH:10][CH:9]=[CH:8][N:7]=2.CCO.[BH4-].[Na+]. Product: [CH3:1][O:2][C:3]1[CH:4]=[N:5][C:6]2[C:11]([C:12]=1[CH2:13][OH:14])=[CH:10][CH:9]=[CH:8][N:7]=2. The catalyst class is: 6.